This data is from Full USPTO retrosynthesis dataset with 1.9M reactions from patents (1976-2016). The task is: Predict the reactants needed to synthesize the given product. (1) Given the product [F:1][C:2]1[CH:3]=[CH:4][C:5]([S:8]([CH2:11][CH2:12][CH2:13][CH2:14][CH2:15][N:16]2[C:24]3[C:23]([CH3:25])=[C:22]([CH3:26])[N:21]=[C:20]([NH2:29])[C:19]=3[N:18]=[C:17]2[CH2:30][CH2:31][CH3:32])(=[O:10])=[O:9])=[CH:6][CH:7]=1, predict the reactants needed to synthesize it. The reactants are: [F:1][C:2]1[CH:7]=[CH:6][C:5]([S:8]([CH2:11][CH2:12][CH2:13][CH2:14][CH2:15][N:16]2[C:24]3[C:23]([CH3:25])=[C:22]([CH3:26])[N:21]4N=N[N:29]=[C:20]4[C:19]=3[N:18]=[C:17]2[CH2:30][CH2:31][CH3:32])(=[O:10])=[O:9])=[CH:4][CH:3]=1.FC(F)(F)C(O)=O. (2) Given the product [F:1][C:2]1[CH:7]=[CH:6][C:5]([S:8]([C:11]2[N:12]=[C:13]([NH:21][C:22]3[NH:26][N:25]=[CH:24][CH:23]=3)[C:14]3[C:19]([CH:20]=2)=[CH:18][CH:17]=[CH:16][CH:15]=3)(=[O:9])=[O:10])=[CH:4][CH:3]=1, predict the reactants needed to synthesize it. The reactants are: [F:1][C:2]1[CH:7]=[CH:6][C:5]([S:8]([C:11]2[N:12]=[C:13]([NH:21][C:22]3[N:26](CC4C=CC(OC)=CC=4)[N:25]=[CH:24][CH:23]=3)[C:14]3[C:19]([CH:20]=2)=[CH:18][CH:17]=[CH:16][CH:15]=3)(=[O:10])=[O:9])=[CH:4][CH:3]=1.C(O)(C(F)(F)F)=O. (3) The reactants are: [H-].[H-].[H-].[H-].[Li+].[Al+3].[OH:7][CH2:8][C:9]1([C:15]#[N:16])[CH2:14][CH2:13][S:12][CH2:11][CH2:10]1. Given the product [NH2:16][CH2:15][C:9]1([CH2:8][OH:7])[CH2:14][CH2:13][S:12][CH2:11][CH2:10]1, predict the reactants needed to synthesize it. (4) Given the product [Cl:15][C:16]1[CH:21]=[CH:20][CH:19]=[CH:18][C:17]=1[C:2]1[CH:14]=[CH:13][C:5]2[S:6][C:7]([C:9]([O:11][CH3:12])=[O:10])=[CH:8][C:4]=2[CH:3]=1, predict the reactants needed to synthesize it. The reactants are: Br[C:2]1[CH:14]=[CH:13][C:5]2[S:6][C:7]([C:9]([O:11][CH3:12])=[O:10])=[CH:8][C:4]=2[CH:3]=1.[Cl:15][C:16]1[CH:21]=[CH:20][CH:19]=[CH:18][C:17]=1B(O)O.[Cl-].[Li+].C(=O)([O-])[O-].[Na+].[Na+].